From a dataset of Peptide-MHC class I binding affinity with 185,985 pairs from IEDB/IMGT. Regression. Given a peptide amino acid sequence and an MHC pseudo amino acid sequence, predict their binding affinity value. This is MHC class I binding data. (1) The MHC is HLA-A80:01 with pseudo-sequence HLA-A80:01. The binding affinity (normalized) is 0.0847. The peptide sequence is ISLQEVFTM. (2) The peptide sequence is HPGFTVIALF. The MHC is HLA-B53:01 with pseudo-sequence HLA-B53:01. The binding affinity (normalized) is 0.586. (3) The peptide sequence is EVADRVIFM. The MHC is HLA-B44:02 with pseudo-sequence HLA-B44:02. The binding affinity (normalized) is 0.0847. (4) The peptide sequence is PPEVERAVL. The MHC is HLA-B07:02 with pseudo-sequence HLA-B07:02. The binding affinity (normalized) is 0.533. (5) The peptide sequence is ARRVAKAGY. The MHC is HLA-B27:05 with pseudo-sequence HLA-B27:05. The binding affinity (normalized) is 0.404. (6) The peptide sequence is SVIFYFISI. The MHC is HLA-A02:02 with pseudo-sequence HLA-A02:02. The binding affinity (normalized) is 0.534. (7) The peptide sequence is FTRSNVIVI. The MHC is H-2-Db with pseudo-sequence H-2-Db. The binding affinity (normalized) is 0.358.